Dataset: NCI-60 drug combinations with 297,098 pairs across 59 cell lines. Task: Regression. Given two drug SMILES strings and cell line genomic features, predict the synergy score measuring deviation from expected non-interaction effect. Cell line: NCI/ADR-RES. Drug 2: C(CC(=O)O)C(=O)CN.Cl. Synergy scores: CSS=5.63, Synergy_ZIP=0.404, Synergy_Bliss=4.90, Synergy_Loewe=2.71, Synergy_HSA=2.80. Drug 1: CN(C)C1=NC(=NC(=N1)N(C)C)N(C)C.